Dataset: Retrosynthesis with 50K atom-mapped reactions and 10 reaction types from USPTO. Task: Predict the reactants needed to synthesize the given product. Given the product CNc1nc2ccccc2n1-c1nc(N2CCOCC2)c2nc(CN3CCN(C(C)(C)C)CC3)n(C)c2n1, predict the reactants needed to synthesize it. The reactants are: CNc1nc2ccccc2[nH]1.Cn1c(CN2CCN(C(C)(C)C)CC2)nc2c(N3CCOCC3)nc(Cl)nc21.